This data is from Forward reaction prediction with 1.9M reactions from USPTO patents (1976-2016). The task is: Predict the product of the given reaction. (1) Given the reactants [C:1](Cl)(=[O:3])[CH3:2].[Cl:5][C:6]1[CH:7]=[CH:8][C:9]2[N:15]([CH2:16][C:17]([CH3:21])([CH3:20])[CH2:18][OH:19])[C:14](=[O:22])[C@@H:13]([CH2:23][C:24]([NH:26][CH2:27][C@H:28]3[CH2:33][CH2:32][C@H:31]([C:34]([OH:36])=[O:35])[CH2:30][CH2:29]3)=[O:25])[O:12][C@H:11]([C:37]3[CH:42]=[CH:41][CH:40]=[C:39]([O:43][CH3:44])[C:38]=3[O:45][CH3:46])[C:10]=2[CH:47]=1.N1C=CC=CC=1.C(OCC)(=O)C, predict the reaction product. The product is: [C:1]([O:19][CH2:18][C:17]([CH3:20])([CH3:21])[CH2:16][N:15]1[C:9]2[CH:8]=[CH:7][C:6]([Cl:5])=[CH:47][C:10]=2[C@@H:11]([C:37]2[CH:42]=[CH:41][CH:40]=[C:39]([O:43][CH3:44])[C:38]=2[O:45][CH3:46])[O:12][C@H:13]([CH2:23][C:24]([NH:26][CH2:27][C@H:28]2[CH2:29][CH2:30][C@H:31]([C:34]([OH:36])=[O:35])[CH2:32][CH2:33]2)=[O:25])[C:14]1=[O:22])(=[O:3])[CH3:2]. (2) The product is: [CH3:8][C:10]1[CH:15]=[CH:14][C:13]([C:16]([C:27]2[CH:32]=[CH:31][CH:30]=[CH:29][CH:28]=2)=[C:17]2[CH2:22][C:21]([CH3:23])([CH3:24])[CH2:20][C:19]([CH3:26])([CH3:25])[CH2:18]2)=[CH:12][C:11]=1[O:33][CH2:6][C:5]([O:4][CH2:3][CH3:2])=[O:7]. Given the reactants Br[CH2:2][CH2:3][O:4][C:5](=[O:7])[CH3:6].[CH2:8]([C:10]1[CH:15]=[CH:14][C:13]([C:16]([C:27]2[CH:32]=[CH:31][CH:30]=[CH:29][CH:28]=2)=[C:17]2[CH2:22][C:21]([CH3:24])([CH3:23])[CH2:20][C:19]([CH3:26])([CH3:25])[CH2:18]2)=[CH:12][C:11]=1[OH:33])C.C([O-])([O-])=O.[K+].[K+], predict the reaction product. (3) Given the reactants [CH2:1]([O:8][C:9]1[CH:13]=[C:12]([C:14]([O:16][CH3:17])=[O:15])[NH:11][N:10]=1)[C:2]1[CH:7]=[CH:6][CH:5]=[CH:4][CH:3]=1.CN(C)C=O.[H-].[Na+].[CH:25](I)([CH3:27])[CH3:26], predict the reaction product. The product is: [CH2:1]([O:8][C:9]1[CH:13]=[C:12]([C:14]([O:16][CH3:17])=[O:15])[N:11]([CH:25]([CH3:27])[CH3:26])[N:10]=1)[C:2]1[CH:3]=[CH:4][CH:5]=[CH:6][CH:7]=1. (4) Given the reactants [Cl:1][C:2]1[CH:10]=[CH:9][C:8]([C:11]2[C:12]([C@@H:23]([NH:33]C(=O)CN3C4C(F)(F)[C@@H]5C[C@@H]5C=4C(C(F)F)=N3)[CH2:24][C:25]3[CH:30]=[C:29]([F:31])[CH:28]=[C:27]([F:32])[CH:26]=3)=[N:13][C:14]([C:17]#[C:18][C:19]([OH:22])([CH3:21])[CH3:20])=[CH:15][CH:16]=2)=[C:7]2[C:3]=1[C:4]([NH:52][S:53]([CH3:56])(=[O:55])=[O:54])=[N:5][N:6]2[CH3:51].[F:57][CH:58]([F:76])[C:59]1[C:67]2[C:66]([F:69])([F:68])[CH2:65][CH2:64][C:63]([F:71])([F:70])[C:62]=2[N:61]([CH2:72][C:73]([OH:75])=O)[N:60]=1, predict the reaction product. The product is: [Cl:1][C:2]1[CH:10]=[CH:9][C:8]([C:11]2[C:12]([C@@H:23]([NH:33][C:73](=[O:75])[CH2:72][N:61]3[C:62]4[C:63]([F:70])([F:71])[CH2:64][CH2:65][C:66]([F:68])([F:69])[C:67]=4[C:59]([CH:58]([F:57])[F:76])=[N:60]3)[CH2:24][C:25]3[CH:26]=[C:27]([F:32])[CH:28]=[C:29]([F:31])[CH:30]=3)=[N:13][C:14]([C:17]#[C:18][C:19]([OH:22])([CH3:20])[CH3:21])=[CH:15][CH:16]=2)=[C:7]2[C:3]=1[C:4]([NH:52][S:53]([CH3:56])(=[O:55])=[O:54])=[N:5][N:6]2[CH3:51]. (5) Given the reactants [CH3:1][N:2]1[C:6]([CH3:7])=[C:5]([C:8]2[CH:9]=[C:10]3[C:14](=[CH:15][CH:16]=2)[N:13](C(OC(C)(C)C)=O)[CH2:12][CH2:11]3)[CH:4]=[N:3]1.Cl, predict the reaction product. The product is: [CH3:1][N:2]1[C:6]([CH3:7])=[C:5]([C:8]2[CH:9]=[C:10]3[C:14](=[CH:15][CH:16]=2)[NH:13][CH2:12][CH2:11]3)[CH:4]=[N:3]1. (6) Given the reactants [Cl:1][C:2]1[CH:3]=[CH:4][C:5]2[CH:9]=[C:8]([S:10]([N:13]3[CH2:18][CH2:17][N:16]([CH2:19][CH:20]4[CH2:25][CH2:24][N:23]([C:26]5[CH:31]=[CH:30][N:29]=[C:28](Cl)[N:27]=5)[CH2:22][CH2:21]4)[C:15](=[O:33])[CH2:14]3)(=[O:12])=[O:11])[S:7][C:6]=2[CH:34]=1.[CH3:35][NH:36][CH3:37], predict the reaction product. The product is: [Cl:1][C:2]1[CH:3]=[CH:4][C:5]2[CH:9]=[C:8]([S:10]([N:13]3[CH2:18][CH2:17][N:16]([CH2:19][CH:20]4[CH2:21][CH2:22][N:23]([C:26]5[CH:31]=[CH:30][N:29]=[C:28]([N:36]([CH3:37])[CH3:35])[N:27]=5)[CH2:24][CH2:25]4)[C:15](=[O:33])[CH2:14]3)(=[O:11])=[O:12])[S:7][C:6]=2[CH:34]=1. (7) Given the reactants [Cl:1][C:2]1[C:7]([F:8])=[C:6]([C:9]([F:18])([C:14]([F:17])([F:16])[F:15])[C:10]([F:13])([F:12])[F:11])[CH:5]=[C:4]([Cl:19])[C:3]=1[NH2:20].[C:21]([C:23]1[CH:31]=[CH:30][C:26]([C:27](O)=[O:28])=[CH:25][C:24]=1[N+:32]([O-:34])=[O:33])#[N:22].N1C=CC=CC=1.O=C1N([ClH]P([ClH]N2CCOC2=O)=O)CCO1, predict the reaction product. The product is: [C:21]([C:23]1[CH:31]=[CH:30][C:26]([C:27]([NH:20][C:3]2[C:4]([Cl:19])=[CH:5][C:6]([C:9]([F:18])([C:10]([F:12])([F:13])[F:11])[C:14]([F:15])([F:16])[F:17])=[C:7]([F:8])[C:2]=2[Cl:1])=[O:28])=[CH:25][C:24]=1[N+:32]([O-:34])=[O:33])#[N:22]. (8) Given the reactants [F:1][C:2]1([F:18])[CH2:5][CH:4]([O:6][C:7]2[CH:12]=[CH:11][N:10]=[C:9]([CH2:13][C:14](OC)=[O:15])[CH:8]=2)[CH2:3]1.[NH3:19].CO, predict the reaction product. The product is: [F:1][C:2]1([F:18])[CH2:5][CH:4]([O:6][C:7]2[CH:12]=[CH:11][N:10]=[C:9]([CH2:13][C:14]([NH2:19])=[O:15])[CH:8]=2)[CH2:3]1. (9) Given the reactants [C:1]([C:3]1[CH:4]=[C:5]([C:14]2[CH:19]=[CH:18][C:17]([O:20][CH3:21])=[C:16]([F:22])[CH:15]=2)[CH:6]=[CH:7][C:8]=1[N:9]=[CH:10][N:11](C)C)#[N:2].N1C=C([C:28]2[CH:34]=[CH:33][C:31]([NH2:32])=[CH:30][CH:29]=2)N=N1, predict the reaction product. The product is: [F:22][C:16]1[CH:15]=[C:14]([C:5]2[CH:4]=[C:3]3[C:8](=[CH:7][CH:6]=2)[N:9]=[CH:10][N:11]=[C:1]3[NH:2][C:28]2[CH:29]=[CH:30][C:31]([N:32]3[CH:8]=[N:9][CH:10]=[N:11]3)=[CH:33][CH:34]=2)[CH:19]=[CH:18][C:17]=1[O:20][CH3:21]. (10) Given the reactants [C:1]([O:5][C:6]([N:8]1[CH2:13][CH2:12][C@H:11]([NH:14][C:15]([C:17]2[NH:18][C:19]([CH3:24])=[C:20]([Cl:23])[C:21]=2[Cl:22])=[O:16])[C@H:10]([CH2:25][OH:26])[CH2:9]1)=[O:7])([CH3:4])([CH3:3])[CH3:2].[S:27](Cl)([C:30]1[CH:36]=[CH:35][C:33]([CH3:34])=[CH:32][CH:31]=1)(=[O:29])=[O:28], predict the reaction product. The product is: [C:1]([O:5][C:6]([N:8]1[CH2:13][CH2:12][C@H:11]([NH:14][C:15]([C:17]2[NH:18][C:19]([CH3:24])=[C:20]([Cl:23])[C:21]=2[Cl:22])=[O:16])[C@H:10]([CH2:25][O:26][S:27]([C:30]2[CH:36]=[CH:35][C:33]([CH3:34])=[CH:32][CH:31]=2)(=[O:29])=[O:28])[CH2:9]1)=[O:7])([CH3:4])([CH3:3])[CH3:2].